Dataset: NCI-60 drug combinations with 297,098 pairs across 59 cell lines. Task: Regression. Given two drug SMILES strings and cell line genomic features, predict the synergy score measuring deviation from expected non-interaction effect. (1) Drug 1: CC1=C(C=C(C=C1)NC2=NC=CC(=N2)N(C)C3=CC4=NN(C(=C4C=C3)C)C)S(=O)(=O)N.Cl. Drug 2: CC1CCC2CC(C(=CC=CC=CC(CC(C(=O)C(C(C(=CC(C(=O)CC(OC(=O)C3CCCCN3C(=O)C(=O)C1(O2)O)C(C)CC4CCC(C(C4)OC)O)C)C)O)OC)C)C)C)OC. Cell line: DU-145. Synergy scores: CSS=28.1, Synergy_ZIP=3.92, Synergy_Bliss=5.41, Synergy_Loewe=-19.7, Synergy_HSA=4.27. (2) Drug 1: CC12CCC3C(C1CCC2=O)CC(=C)C4=CC(=O)C=CC34C. Drug 2: COC1=C2C(=CC3=C1OC=C3)C=CC(=O)O2. Cell line: KM12. Synergy scores: CSS=47.4, Synergy_ZIP=8.17, Synergy_Bliss=13.3, Synergy_Loewe=0.0279, Synergy_HSA=2.90.